This data is from Reaction yield outcomes from USPTO patents with 853,638 reactions. The task is: Predict the reaction yield, written as a fraction of the theoretical maximum amount of product (1.0 means a 100% yield; for example, 0.34 means a 34% yield). (1) The reactants are [C:1]([O:5][C:6]([N:8]([CH2:10][C:11]1[CH:16]=[CH:15][CH:14]=[CH:13][CH:12]=1)[NH2:9])=[O:7])([CH3:4])([CH3:3])[CH3:2].[Cl:17][C:18]1[CH:23]=[CH:22][C:21]([Cl:24])=[CH:20][C:19]=1B(O)O.C(N(CC)CC)C. The catalyst is ClCCCl.C([O-])(=O)C.[Cu+2].C([O-])(=O)C. The product is [C:1]([O:5][C:6]([N:8]([CH2:10][C:11]1[CH:16]=[CH:15][CH:14]=[CH:13][CH:12]=1)[NH:9][C:22]1[CH:23]=[C:18]([Cl:17])[CH:19]=[CH:20][C:21]=1[Cl:24])=[O:7])([CH3:4])([CH3:2])[CH3:3]. The yield is 0.500. (2) The reactants are O[C:2]([CH2:4][CH2:5][CH2:6][CH2:7][C@H:8]1[C@@H:16]2[C@@H:11]([NH:12][C:13]([NH:15]2)=[O:14])[CH2:10][S:9]1)=[O:3].C(Cl)CCl.C1C=CC2N(O)N=NC=2C=1.[CH2:31]([S:38][C:39](=[O:42])[CH2:40][NH2:41])[C:32]1[CH:37]=[CH:36][CH:35]=[CH:34][CH:33]=1. The catalyst is C1COCC1.CN(C=O)C. The product is [CH2:31]([S:38][C:39](=[O:42])[CH2:40][NH:41][C:2](=[O:3])[CH2:4][CH2:5][CH2:6][CH2:7][CH:8]1[CH:16]2[NH:15][C:13](=[O:14])[NH:12][CH:11]2[CH2:10][S:9]1)[C:32]1[CH:37]=[CH:36][CH:35]=[CH:34][CH:33]=1. The yield is 0.420. (3) The reactants are CS(C)=O.C(Cl)(=O)C(Cl)=O.[OH:11][CH2:12][CH2:13][C@H:14]1[CH2:19][CH2:18][C@H:17]([NH:20][C:21](=[O:23])[CH3:22])[CH2:16][CH2:15]1.CCN(CC)CC. The catalyst is C(Cl)Cl.O.C(Cl)Cl.CO. The product is [O:11]=[CH:12][CH2:13][C@H:14]1[CH2:19][CH2:18][C@H:17]([NH:20][C:21](=[O:23])[CH3:22])[CH2:16][CH2:15]1. The yield is 0.810. (4) The reactants are [OH-].[Li+].[NH2:3][C:4]1[N:13]=[C:12]([N:14]2[CH2:19][CH2:18][N:17]([CH3:20])[CH2:16][CH2:15]2)[C:11]2[C:6](=[CH:7][C:8]([C:21]([O:23]C)=[O:22])=[CH:9][CH:10]=2)[N:5]=1. The catalyst is O.CO. The product is [NH2:3][C:4]1[N:13]=[C:12]([N:14]2[CH2:15][CH2:16][N:17]([CH3:20])[CH2:18][CH2:19]2)[C:11]2[C:6](=[CH:7][C:8]([C:21]([OH:23])=[O:22])=[CH:9][CH:10]=2)[N:5]=1. The yield is 1.00.